Predict the reactants needed to synthesize the given product. From a dataset of Full USPTO retrosynthesis dataset with 1.9M reactions from patents (1976-2016). (1) Given the product [ClH:22].[CH2:1]([CH:8]1[CH2:13][CH2:12][NH:11][CH:10]([CH3:21])[CH2:9]1)[C:2]1[CH:7]=[CH:6][CH:5]=[CH:4][CH:3]=1, predict the reactants needed to synthesize it. The reactants are: [CH2:1]([CH:8]1[CH2:13][CH2:12][N:11](C(OC(C)(C)C)=O)[CH:10]([CH3:21])[CH2:9]1)[C:2]1[CH:7]=[CH:6][CH:5]=[CH:4][CH:3]=1.[ClH:22]. (2) Given the product [C:28]([OH:27])(=[O:30])/[CH:29]=[CH:11]/[C:13]([OH:14])=[O:31].[CH3:23][N:22]1[CH:20]2[CH2:19][CH2:18][CH:17]1[CH2:16][N:15]([C:13]([C:11]1[O:12][C:8]([C:5]3[CH:6]=[CH:7][C:2]([NH:1][C:24](=[O:26])[CH3:25])=[CH:3][CH:4]=3)=[CH:9][CH:10]=1)=[O:14])[CH2:21]2, predict the reactants needed to synthesize it. The reactants are: [NH2:1][C:2]1[CH:7]=[CH:6][C:5]([C:8]2[O:12][C:11]([C:13]([N:15]3[CH2:21][CH:20]4[N:22]([CH3:23])[CH:17]([CH2:18][CH2:19]4)[CH2:16]3)=[O:14])=[CH:10][CH:9]=2)=[CH:4][CH:3]=1.[C:24]([O:27][C:28](=[O:30])[CH3:29])(=[O:26])[CH3:25].[OH-:31].[Na+].